From a dataset of Catalyst prediction with 721,799 reactions and 888 catalyst types from USPTO. Predict which catalyst facilitates the given reaction. (1) Reactant: Cl.[NH2:2][OH:3].[OH-].[Na+].C[O:7][C:8](=O)[CH:9]=[CH:10][C:11]1[CH:16]=[CH:15][CH:14]=[C:13]([NH:17][C:18](=[O:27])[CH:19]=[CH:20][C:21]2[CH:26]=[CH:25][CH:24]=[CH:23][CH:22]=2)[CH:12]=1. Product: [OH:3][NH:2][C:8](=[O:7])[CH:9]=[CH:10][C:11]1[CH:16]=[CH:15][CH:14]=[C:13]([NH:17][C:18](=[O:27])[CH:19]=[CH:20][C:21]2[CH:26]=[CH:25][CH:24]=[CH:23][CH:22]=2)[CH:12]=1. The catalyst class is: 24. (2) Reactant: [OH:1][CH2:2][CH:3]1[NH:7][C:6](=[O:8])[CH2:5][CH2:4]1.N1C=CN=C1.[Si:14](Cl)([C:27]([CH3:30])([CH3:29])[CH3:28])([C:21]1[CH:26]=[CH:25][CH:24]=[CH:23][CH:22]=1)[C:15]1[CH:20]=[CH:19][CH:18]=[CH:17][CH:16]=1. Product: [Si:14]([O:1][CH2:2][CH:3]1[NH:7][C:6](=[O:8])[CH2:5][CH2:4]1)([C:27]([CH3:30])([CH3:29])[CH3:28])([C:21]1[CH:22]=[CH:23][CH:24]=[CH:25][CH:26]=1)[C:15]1[CH:20]=[CH:19][CH:18]=[CH:17][CH:16]=1. The catalyst class is: 112. (3) Reactant: [F:1][C:2]([F:20])([F:19])/[C:3](/O)=[CH:4]/[C:5]([C:7]1[CH:12]=[CH:11][C:10]([O:13][C:14]([F:17])([F:16])[F:15])=[CH:9][CH:8]=1)=O.[CH2:21]([O:23][C:24](=[O:29])/[CH:25]=[C:26](\[NH2:28])/[CH3:27])[CH3:22]. Product: [CH2:21]([O:23][C:24](=[O:29])[C:25]1[C:3]([C:2]([F:20])([F:19])[F:1])=[CH:4][C:5]([C:7]2[CH:12]=[CH:11][C:10]([O:13][C:14]([F:17])([F:16])[F:15])=[CH:9][CH:8]=2)=[N:28][C:26]=1[CH3:27])[CH3:22]. The catalyst class is: 10. (4) Reactant: C[O:2][C:3](=[O:16])[CH2:4][C:5]1[CH:10]=[CH:9][CH:8]=[C:7]([O:11][CH:12]([CH2:14][CH3:15])[CH3:13])[CH:6]=1.[OH-].[Na+]. Product: [CH:12]([O:11][C:7]1[CH:6]=[C:5]([CH2:4][C:3]([OH:16])=[O:2])[CH:10]=[CH:9][CH:8]=1)([CH2:14][CH3:15])[CH3:13]. The catalyst class is: 5. (5) Reactant: [Cl:1][C:2]1[CH:3]=[CH:4][C:5]([O:14]C)=[C:6]([CH2:8][C:9]([N:11]([CH3:13])[CH3:12])=[O:10])[CH:7]=1.B(Br)(Br)Br.C(OCC)C. Product: [Cl:1][C:2]1[CH:3]=[CH:4][C:5]([OH:14])=[C:6]([CH2:8][C:9]([N:11]([CH3:13])[CH3:12])=[O:10])[CH:7]=1. The catalyst class is: 4.